Dataset: Catalyst prediction with 721,799 reactions and 888 catalyst types from USPTO. Task: Predict which catalyst facilitates the given reaction. (1) Reactant: [Si]([O:8][CH2:9][C@@H:10]([NH:19][C:20](=[O:26])[O:21][C:22]([CH3:25])([CH3:24])[CH3:23])[C:11](=[O:18])[C:12]1[CH:17]=[CH:16][CH:15]=[CH:14][CH:13]=1)(C(C)(C)C)(C)C.C1COCC1.O.[Na+].[Cl-].C([O-])(O)=O.[Na+]. The catalyst class is: 15. Product: [OH:8][CH2:9][C@@H:10]([NH:19][C:20](=[O:26])[O:21][C:22]([CH3:24])([CH3:23])[CH3:25])[C:11](=[O:18])[C:12]1[CH:17]=[CH:16][CH:15]=[CH:14][CH:13]=1. (2) The catalyst class is: 46. Reactant: [CH2:1]([O:8][C:9]1[CH:14]=[CH:13][N:12]=[CH:11][C:10]=1[N+:15]([O-])=O)[C:2]1[CH:7]=[CH:6][CH:5]=[CH:4][CH:3]=1.C(=O)([O-])[O-].[K+].[K+].[CH3:24][S:25](Cl)(=[O:27])=[O:26]. Product: [CH2:1]([O:8][C:9]1[CH:14]=[CH:13][N:12]=[CH:11][C:10]=1[N:15]([S:25]([CH3:24])(=[O:27])=[O:26])[S:25]([CH3:24])(=[O:27])=[O:26])[C:2]1[CH:7]=[CH:6][CH:5]=[CH:4][CH:3]=1.